From a dataset of Catalyst prediction with 721,799 reactions and 888 catalyst types from USPTO. Predict which catalyst facilitates the given reaction. (1) Reactant: [Br:1]Br.[OH:3][C:4]1[CH:5]=[C:6]([CH:10]=[CH:11][CH:12]=1)[C:7]([OH:9])=[O:8]. Product: [Br:1][C:12]1[CH:11]=[CH:10][C:6]([C:7]([OH:9])=[O:8])=[CH:5][C:4]=1[OH:3]. The catalyst class is: 212. (2) Reactant: [CH3:1][O:2][C:3]1[CH:28]=[CH:27][C:6]([CH2:7][N:8]([CH2:18][C:19]2[CH:24]=[CH:23][C:22]([O:25][CH3:26])=[CH:21][CH:20]=2)[C:9]2[CH:16]=[C:15]([CH3:17])[C:12]([C:13]#[N:14])=[CH:11][N:10]=2)=[CH:5][CH:4]=1.C(O[CH:34](N(C)C)[N:35]([CH3:37])[CH3:36])(C)(C)C. Product: [CH3:1][O:2][C:3]1[CH:4]=[CH:5][C:6]([CH2:7][N:8]([CH2:18][C:19]2[CH:20]=[CH:21][C:22]([O:25][CH3:26])=[CH:23][CH:24]=2)[C:9]2[CH:16]=[C:15](/[CH:17]=[CH:34]/[N:35]([CH3:37])[CH3:36])[C:12]([C:13]#[N:14])=[CH:11][N:10]=2)=[CH:27][CH:28]=1. The catalyst class is: 9.